From a dataset of Full USPTO retrosynthesis dataset with 1.9M reactions from patents (1976-2016). Predict the reactants needed to synthesize the given product. (1) Given the product [CH3:25][O:26][C:27]1[CH:32]=[CH:31][C:30]([C:2]2[CH:10]=[CH:9][CH:8]=[C:7]3[C:3]=2[C:4]([CH3:18])=[C:5]([C:12]2[CH:17]=[CH:16][CH:15]=[CH:14][CH:13]=2)[N:6]3[CH3:11])=[CH:29][CH:28]=1, predict the reactants needed to synthesize it. The reactants are: Br[C:2]1[CH:10]=[CH:9][CH:8]=[C:7]2[C:3]=1[C:4]([CH3:18])=[C:5]([C:12]1[CH:17]=[CH:16][CH:15]=[CH:14][CH:13]=1)[N:6]2[CH3:11].C([O-])([O-])=O.[K+].[K+].[CH3:25][O:26][C:27]1[CH:32]=[CH:31][C:30](B(O)O)=[CH:29][CH:28]=1.ClCCl. (2) Given the product [Cl:24][C:6]1[C:3]([C:4]#[N:5])=[C:2]([Cl:1])[N:9]=[CH:8][C:7]=1[CH2:10][N:11]([C:12]1[C:17]([F:18])=[C:16]([O:19][CH3:20])[CH:15]=[C:14]([O:21][CH3:22])[C:13]=1[F:23])[C:26]([Cl:25])=[O:28], predict the reactants needed to synthesize it. The reactants are: [Cl:1][C:2]1[N:9]=[CH:8][C:7]([CH2:10][NH:11][C:12]2[C:17]([F:18])=[C:16]([O:19][CH3:20])[CH:15]=[C:14]([O:21][CH3:22])[C:13]=2[F:23])=[C:6]([Cl:24])[C:3]=1[C:4]#[N:5].[Cl:25][C:26](Cl)([O:28]C(=O)OC(Cl)(Cl)Cl)Cl.N1C=CC=CC=1. (3) Given the product [Cl:32][C:15]1[CH:16]=[CH:2][C:3]([O:4][CH2:5][C:6]([OH:8])=[O:7])=[CH:13][C:14]=1/[CH:17]=[CH:18]/[CH2:19][N:23]1[CH:24]=[CH:25][CH:27]=[C:26]1[C:37](=[O:39])[C:35]1[CH:34]=[CH:33][C:49]([CH3:52])=[CH:41][CH:40]=1, predict the reactants needed to synthesize it. The reactants are: Cl[C:2]1[CH:16]=[CH:15][C:14](/[CH:17]=[CH:18]/[CH2:19]O)=[CH:13][C:3]=1[O:4][CH2:5][C:6]([O:8]C(C)(C)C)=[O:7].C([N:23]([CH2:26][CH3:27])[CH2:24][CH3:25])C.CS([Cl:32])(=O)=O.[C:33](O)(=O)[CH2:34][C:35]([CH2:40][C:41](O)=O)([C:37]([OH:39])=O)O.[Br-].[Li+].C[C:49]([CH3:52])([O-])C.[K+].[OH-].[Na+].